From a dataset of Reaction yield outcomes from USPTO patents with 853,638 reactions. Predict the reaction yield, written as a fraction of the theoretical maximum amount of product (1.0 means a 100% yield; for example, 0.34 means a 34% yield). (1) The reactants are [F:1][C:2]1[CH:7]=[CH:6][C:5]([CH2:8][C:9]([OH:11])=[O:10])=[C:4]([I:12])[CH:3]=1.S(=O)(=O)(O)O.[CH3:18]O. No catalyst specified. The product is [F:1][C:2]1[CH:7]=[CH:6][C:5]([CH2:8][C:9]([O:11][CH3:18])=[O:10])=[C:4]([I:12])[CH:3]=1. The yield is 0.950. (2) The reactants are [OH:1][C:2]1[CH:9]=[CH:8][C:7]([O:10][CH3:11])=[CH:6][C:3]=1[CH:4]=O.[CH:12](=[O:21])[CH:13]=[CH:14][C:15]1[CH:20]=[CH:19][CH:18]=[CH:17][CH:16]=1.C(=O)([O-])[O-].[K+].[K+].[BH4-].[Na+].Cl. The catalyst is O. The product is [CH3:11][O:10][C:7]1[CH:6]=[C:3]2[C:2](=[CH:9][CH:8]=1)[O:1][CH:14]([C:15]1[CH:20]=[CH:19][CH:18]=[CH:17][CH:16]=1)[C:13]([CH2:12][OH:21])=[CH:4]2. The yield is 0.470. (3) The reactants are [CH3:1][O:2][C:3]1[CH:8]=[CH:7][CH:6]=[C:5]([NH2:9])[CH:4]=1.[CH3:10][C:11]1([CH3:19])[O:16][C:15](=[O:17])[CH2:14][C:13](=[O:18])[O:12]1.[CH2:20](OC(OCC)OCC)C. The catalyst is C(O)C. The product is [CH3:1][O:2][C:3]1[CH:4]=[C:5]([NH:9][CH:20]=[C:14]2[C:15](=[O:17])[O:16][C:11]([CH3:19])([CH3:10])[O:12][C:13]2=[O:18])[CH:6]=[CH:7][CH:8]=1. The yield is 0.890. (4) The product is [F:1][C:2]1([F:9])[CH2:7][CH2:6][C:5](=[CH:15][C:10]([O:12][CH2:13][CH3:14])=[O:11])[CH2:4][CH2:3]1. The yield is 0.970. The catalyst is C1COCC1. The reactants are [F:1][C:2]1([F:9])[CH2:7][CH2:6][C:5](=O)[CH2:4][CH2:3]1.[C:10]([CH:15]=P(C1C=CC=CC=1)(C1C=CC=CC=1)C1C=CC=CC=1)([O:12][CH2:13][CH3:14])=[O:11]. (5) The reactants are [CH:1]1([C:5]2[C:15]3[O:14][CH2:13][CH2:12][N:11](C(OC(C)(C)C)=O)[CH2:10][C:9]=3[CH:8]=[CH:7][CH:6]=2)[CH2:4][CH2:3][CH2:2]1.C(OCC)(=O)C.[ClH:29]. The catalyst is C(OCC)(=O)C. The product is [ClH:29].[CH:1]1([C:5]2[C:15]3[O:14][CH2:13][CH2:12][NH:11][CH2:10][C:9]=3[CH:8]=[CH:7][CH:6]=2)[CH2:2][CH2:3][CH2:4]1. The yield is 0.791. (6) The reactants are C([O-])([O-])=O.[Cs+].[Cs+].CB1OB(C)OB(C)O1.[CH2:16](Cl)Cl.[NH2:19][C:20]1[CH:25]=[CH:24][C:23]([S:26]([F:31])([F:30])([F:29])([F:28])[F:27])=[CH:22][C:21]=1Br. The catalyst is C(COC)OC.Cl[Pd]Cl.O. The product is [NH2:19][C:20]1[CH:25]=[CH:24][C:23]([S:26]([F:31])([F:30])([F:29])([F:28])[F:27])=[CH:22][C:21]=1[CH3:16]. The yield is 0.760. (7) The reactants are [CH2:1]([C:3]1([NH:25][C:26](=[O:32])[O:27][C:28]([CH3:31])([CH3:30])[CH3:29])[CH2:8][CH2:7][CH:6]([O:9][C:10]2[N:11]=[CH:12][N:13]=[C:14]3[C:21]=2[C:20]2[C@@H:19]([CH2:22][CH:23]=[O:24])[CH2:18][CH2:17][C:16]=2[S:15]3)[CH2:5][CH2:4]1)[CH3:2].C[Mg+].[Br-].[CH2:36]1COCC1. The catalyst is O1CCCC1. The product is [CH2:1]([C:3]1([NH:25][C:26](=[O:32])[O:27][C:28]([CH3:31])([CH3:30])[CH3:29])[CH2:4][CH2:5][CH:6]([O:9][C:10]2[N:11]=[CH:12][N:13]=[C:14]3[C:21]=2[C:20]2[C@@H:19]([CH2:22][C@H:23]([OH:24])[CH3:36])[CH2:18][CH2:17][C:16]=2[S:15]3)[CH2:7][CH2:8]1)[CH3:2].[CH2:1]([C:3]1([NH:25][C:26](=[O:32])[O:27][C:28]([CH3:31])([CH3:30])[CH3:29])[CH2:4][CH2:5][CH:6]([O:9][C:10]2[N:11]=[CH:12][N:13]=[C:14]3[C:21]=2[C:20]2[C@@H:19]([CH2:22][C@@H:23]([OH:24])[CH3:36])[CH2:18][CH2:17][C:16]=2[S:15]3)[CH2:7][CH2:8]1)[CH3:2]. The yield is 0.470.